This data is from Blood-brain barrier permeability classification from the B3DB database. The task is: Regression/Classification. Given a drug SMILES string, predict its absorption, distribution, metabolism, or excretion properties. Task type varies by dataset: regression for continuous measurements (e.g., permeability, clearance, half-life) or binary classification for categorical outcomes (e.g., BBB penetration, CYP inhibition). Dataset: b3db_classification. The compound is CN(C)CCCN1c2ccccc2Sc2ccc(C(F)(F)F)cc21. The result is 1 (penetrates BBB).